From a dataset of Reaction yield outcomes from USPTO patents with 853,638 reactions. Predict the reaction yield, written as a fraction of the theoretical maximum amount of product (1.0 means a 100% yield; for example, 0.34 means a 34% yield). (1) The reactants are [F:1][C:2]1[CH:7]=[C:6]([F:8])[CH:5]=[CH:4][C:3]=1[C:9]([OH:30])([CH2:24][N:25]1[CH:29]=[N:28][N:27]=[N:26]1)[C:10]([C:13]1[N:18]=[CH:17][C:16](/[CH:19]=[CH:20]\[C:21](=[O:23])[CH3:22])=[CH:15][CH:14]=1)([F:12])[F:11]. The catalyst is CO.[Pd]. The product is [F:1][C:2]1[CH:7]=[C:6]([F:8])[CH:5]=[CH:4][C:3]=1[C:9]([OH:30])([CH2:24][N:25]1[CH:29]=[N:28][N:27]=[N:26]1)[C:10]([C:13]1[N:18]=[CH:17][C:16]([CH2:19][CH2:20][C:21](=[O:23])[CH3:22])=[CH:15][CH:14]=1)([F:11])[F:12]. The yield is 0.530. (2) The reactants are [Cl-].O[NH3+:3].[C:4](=[O:7])([O-])[OH:5].[Na+].CS(C)=O.[S:13]1[C:17]2[CH:18]=[CH:19][CH:20]=[CH:21][C:16]=2[N:15]=[C:14]1[CH2:22][N:23]1[C:28](=[O:29])[C:27]([CH2:30][C:31]2[CH:36]=[CH:35][C:34]([C:37]3[C:38]([C:43]#[N:44])=[CH:39][CH:40]=[CH:41][CH:42]=3)=[CH:33][CH:32]=2)=[C:26]([CH2:45][CH2:46][CH2:47][CH3:48])[N:25]=[C:24]1[CH3:49]. The catalyst is C(OCC)(=O)C. The product is [S:13]1[C:17]2[CH:18]=[CH:19][CH:20]=[CH:21][C:16]=2[N:15]=[C:14]1[CH2:22][N:23]1[C:28](=[O:29])[C:27]([CH2:30][C:31]2[CH:36]=[CH:35][C:34]([C:37]3[CH:42]=[CH:41][CH:40]=[CH:39][C:38]=3[C:43]3[NH:3][C:4](=[O:7])[O:5][N:44]=3)=[CH:33][CH:32]=2)=[C:26]([CH2:45][CH2:46][CH2:47][CH3:48])[N:25]=[C:24]1[CH3:49]. The yield is 0.280. (3) The reactants are [CH2:1]([C@H:3]1[O:5][CH2:4]1)Cl.ClCCCl.[C:10]1([OH:16])[CH:15]=[CH:14][CH:13]=[CH:12][CH:11]=1.[OH-].[Na+]. The catalyst is [Cl-].C([N+](C)(C)C)C1C=CC=CC=1.O. The product is [CH2:1]([O:16][C:10]1[CH:15]=[CH:14][CH:13]=[CH:12][CH:11]=1)[C@@H:3]1[O:5][CH2:4]1. The yield is 0.800. (4) The reactants are [F:1][C:2]1[C:3]([N+:16]([O-])=O)=[CH:4][C:5]([N+:13]([O-])=O)=[C:6]([CH:8]=[CH:9]N(C)C)[CH:7]=1. The yield is 0.160. The product is [F:1][C:2]1[CH:7]=[C:6]2[C:5](=[CH:4][C:3]=1[NH2:16])[NH:13][CH:9]=[CH:8]2. The catalyst is CCO.[Ni].